This data is from Forward reaction prediction with 1.9M reactions from USPTO patents (1976-2016). The task is: Predict the product of the given reaction. Given the reactants C(O)(C(F)(F)F)=O.[C:8]([O:12][C:13](=[O:36])[NH:14][CH2:15][CH:16]1[O:20][C:19](=[O:21])[N:18]([C:22]2[CH:27]=[CH:26][C:25]([N:28]3[CH:33]=[CH:32][C:31](=[O:34])[CH2:30][CH2:29]3)=[C:24]([F:35])[CH:23]=2)[CH2:17]1)(C)(C)C.ClC(OC)=O, predict the reaction product. The product is: [CH3:8][O:12][C:13](=[O:36])[NH:14][CH2:15][CH:16]1[O:20][C:19](=[O:21])[N:18]([C:22]2[CH:27]=[CH:26][C:25]([N:28]3[CH:29]=[CH:30][C:31](=[O:34])[CH2:32][CH2:33]3)=[C:24]([F:35])[CH:23]=2)[CH2:17]1.